Predict which catalyst facilitates the given reaction. From a dataset of Catalyst prediction with 721,799 reactions and 888 catalyst types from USPTO. (1) Reactant: C([O-])([O-])=O.[K+].[K+].[N+:7]([C:10]1[CH:11]=[C:12]2[C:17](=[O:18])[NH:16][C:14](=[O:15])[C:13]2=[CH:19][CH:20]=1)([O-:9])=[O:8].Br[CH2:22][CH2:23][OH:24]. Product: [OH:24][CH2:23][CH2:22][N:16]1[C:17](=[O:18])[C:12]2[C:13](=[CH:19][CH:20]=[C:10]([N+:7]([O-:9])=[O:8])[CH:11]=2)[C:14]1=[O:15]. The catalyst class is: 21. (2) Reactant: [O:1]([C:8]1[CH:13]=[CH:12][C:11]([CH2:14][C:15]([OH:17])=O)=[CH:10][CH:9]=1)[C:2]1[CH:7]=[CH:6][CH:5]=[CH:4][CH:3]=1.[CH2:18](Cl)CCl.C1C=CC2N(O)N=NC=2C=1.CCN(CC)CC.[O:39]1[CH:43]=[CH:42][N:41]=[C:40]1[CH2:44][NH:45][C:46]1[C:54]2[C:49](=[CH:50][CH:51]=[C:52]([NH2:55])[CH:53]=2)[NH:48][N:47]=1. Product: [CH2:2]([O:1][C:8]1[CH:9]=[CH:10][C:11]([CH2:14][C:15]([NH:55][C:52]2[CH:53]=[C:54]3[C:49](=[CH:50][CH:51]=2)[NH:48][N:47]=[C:46]3[NH:45][CH2:44][C:40]2[O:39][CH:43]=[CH:42][N:41]=2)=[O:17])=[CH:12][CH:13]=1)[C:7]1[CH:6]=[CH:5][CH:4]=[CH:3][CH:18]=1. The catalyst class is: 39. (3) Reactant: [CH3:1][O:2][C:3]1[CH:4]=[C:5]([C:9]2[CH:14]=[CH:13][CH:12]=[C:11]([O:15][CH3:16])[CH:10]=2)[CH:6]=[CH:7][CH:8]=1.[Br:17]N1C(=O)CCC1=O. Product: [Br:17][C:14]1[CH:13]=[CH:12][C:11]([O:15][CH3:16])=[CH:10][C:9]=1[C:5]1[CH:6]=[CH:7][CH:8]=[C:3]([O:2][CH3:1])[CH:4]=1. The catalyst class is: 9. (4) Reactant: [C:1]([O:5][C:6](=[O:21])[NH:7][CH:8]1[CH2:11][CH:10]([O:12][C:13]2[C:18](Br)=[CH:17][N:16]=[C:15]([Cl:20])[N:14]=2)[CH2:9]1)([CH3:4])([CH3:3])[CH3:2].C([O-])([O-])=O.[Na+].[Na+].CC1(C)C(C)(C)OB([C:36]2[CH2:37][CH2:38][O:39][CH2:40][CH:41]=2)O1. Product: [C:1]([O:5][C:6](=[O:21])[NH:7][CH:8]1[CH2:11][CH:10]([O:12][C:13]2[C:18]([C:36]3[CH2:41][CH2:40][O:39][CH2:38][CH:37]=3)=[CH:17][N:16]=[C:15]([Cl:20])[N:14]=2)[CH2:9]1)([CH3:4])([CH3:3])[CH3:2]. The catalyst class is: 117. (5) Reactant: [CH2:1]([O:8][C:9]1[CH:10]=[C:11]([S:15]([NH:18][C:19]([C@@:21]2([NH:26][C:27]([C@@H:29]3[CH2:33][C@@H:32]([O:34][C:35]4[C:44]5[C:39](=[CH:40][C:41]([O:45][CH3:46])=[CH:42][CH:43]=5)[N:38]=[C:37]([C:47]5[CH:52]=[CH:51][CH:50]=[CH:49][CH:48]=5)[CH:36]=4)[CH2:31][C@@H:30]3[NH2:53])=[O:28])[CH2:23][C@H:22]2[CH:24]=[CH2:25])=[O:20])(=[O:17])=[O:16])[CH:12]=[CH:13][CH:14]=1)[C:2]1[CH:7]=[CH:6][CH:5]=[CH:4][CH:3]=1.[CH3:54][C:55](O)=[O:56].CCN(C(C)C)C(C)C.CN(C(ON1N=NC2C=CC=CC1=2)=[N+](C)C)C.[B-](F)(F)(F)F. Product: [CH2:1]([O:8][C:9]1[CH:10]=[C:11]([S:15]([NH:18][C:19]([C@@:21]2([NH:26][C:27]([C@@H:29]3[CH2:33][C@@H:32]([O:34][C:35]4[C:44]5[C:39](=[CH:40][C:41]([O:45][CH3:46])=[CH:42][CH:43]=5)[N:38]=[C:37]([C:47]5[CH:52]=[CH:51][CH:50]=[CH:49][CH:48]=5)[CH:36]=4)[CH2:31][C@@H:30]3[NH:53][C:55](=[O:56])[CH3:54])=[O:28])[CH2:23][C@H:22]2[CH:24]=[CH2:25])=[O:20])(=[O:17])=[O:16])[CH:12]=[CH:13][CH:14]=1)[C:2]1[CH:3]=[CH:4][CH:5]=[CH:6][CH:7]=1. The catalyst class is: 861. (6) Reactant: Br[CH2:2][C:3]1[CH:8]=[CH:7][C:6]([B:9]2[O:13][C:12]([CH3:15])([CH3:14])[C:11]([CH3:17])([CH3:16])[O:10]2)=[CH:5][CH:4]=1.CCN(C(C)C)C(C)C.[NH:27]1[CH2:32][CH2:31][S:30](=[O:34])(=[O:33])[CH2:29][CH2:28]1. Product: [CH3:16][C:11]1([CH3:17])[C:12]([CH3:15])([CH3:14])[O:13][B:9]([C:6]2[CH:7]=[CH:8][C:3]([CH2:2][N:27]3[CH2:32][CH2:31][S:30](=[O:34])(=[O:33])[CH2:29][CH2:28]3)=[CH:4][CH:5]=2)[O:10]1. The catalyst class is: 61. (7) Reactant: C(OC([N:8]1[CH:13]2[CH2:14][CH2:15][CH:9]1[C:10](=[O:16])[NH:11][CH2:12]2)=O)(C)(C)C.C(O)(C(F)(F)F)=O. Product: [CH:9]12[NH:8][CH:13]([CH2:14][CH2:15]1)[CH2:12][NH:11][C:10]2=[O:16]. The catalyst class is: 2. (8) Reactant: C(O)(C(F)(F)F)=O.[CH3:8][C:9]1[CH:18]=[C:17]([CH2:19][N:20]2[C:28]3[C:23](=[CH:24][C:25]([C:29]([NH:31][CH:32]4[CH2:36][N:35](C(OC(C)(C)C)=O)[CH2:34][CH:33]4[C:44]([O:46][CH3:47])=[O:45])=[O:30])=[CH:26][CH:27]=3)[CH:22]=[CH:21]2)[C:16]2[C:11](=[CH:12][CH:13]=[CH:14][CH:15]=2)[N:10]=1. Product: [CH3:8][C:9]1[CH:18]=[C:17]([CH2:19][N:20]2[C:28]3[C:23](=[CH:24][C:25]([C:29]([NH:31][CH:32]4[CH2:36][NH:35][CH2:34][CH:33]4[C:44]([O:46][CH3:47])=[O:45])=[O:30])=[CH:26][CH:27]=3)[CH:22]=[CH:21]2)[C:16]2[C:11](=[CH:12][CH:13]=[CH:14][CH:15]=2)[N:10]=1. The catalyst class is: 2. (9) Reactant: O1CCCC1.B.[C:7]([O:11][C:12]([N:14]([C:22]1[C:27]([CH2:31][F:32])([CH2:28][CH:29]=[O:30])[S:26](=[O:34])(=[O:33])[CH2:25][C@:24]([C:36]2[CH:41]=[C:40]([N+:42]([O-:44])=[O:43])[CH:39]=[CH:38][C:37]=2[F:45])([CH3:35])[N:23]=1)[C:15](=[O:21])[O:16][C:17]([CH3:20])([CH3:19])[CH3:18])=[O:13])([CH3:10])([CH3:9])[CH3:8]. Product: [C:7]([O:11][C:12]([N:14]([C:22]1[C:27]([CH2:31][F:32])([CH2:28][CH2:29][OH:30])[S:26](=[O:33])(=[O:34])[CH2:25][C@:24]([C:36]2[CH:41]=[C:40]([N+:42]([O-:44])=[O:43])[CH:39]=[CH:38][C:37]=2[F:45])([CH3:35])[N:23]=1)[C:15](=[O:21])[O:16][C:17]([CH3:20])([CH3:18])[CH3:19])=[O:13])([CH3:8])([CH3:9])[CH3:10]. The catalyst class is: 1.